This data is from Blood-brain barrier penetration binary classification data from Martins et al.. The task is: Regression/Classification. Given a drug SMILES string, predict its absorption, distribution, metabolism, or excretion properties. Task type varies by dataset: regression for continuous measurements (e.g., permeability, clearance, half-life) or binary classification for categorical outcomes (e.g., BBB penetration, CYP inhibition). Dataset: bbb_martins. The molecule is CC(C)(C)NCC(O)c1ccc(O)c(CO)n1. The result is 0 (does not penetrate BBB).